Dataset: Catalyst prediction with 721,799 reactions and 888 catalyst types from USPTO. Task: Predict which catalyst facilitates the given reaction. (1) Reactant: [C:1]([O:5][C@@H:6]([C:12]1[C:32]([CH3:33])=[CH:31][C:15]2[N:16]=[C:17]([C:19]3[CH:24]=[CH:23][N:22]=[C:21]([N:25]4[CH2:30][CH2:29][NH:28][CH2:27][CH2:26]4)[CH:20]=3)[S:18][C:14]=2[C:13]=1[C:34]1[CH:39]=[CH:38][C:37]([Cl:40])=[CH:36][CH:35]=1)[C:7]([O:9][CH2:10][CH3:11])=[O:8])([CH3:4])([CH3:3])[CH3:2].C(=O)([O-])[O-].[Cs+].[Cs+].I[CH2:48][CH3:49]. Product: [C:1]([O:5][C@@H:6]([C:12]1[C:32]([CH3:33])=[CH:31][C:15]2[N:16]=[C:17]([C:19]3[CH:24]=[CH:23][N:22]=[C:21]([N:25]4[CH2:26][CH2:27][N:28]([CH2:48][CH3:49])[CH2:29][CH2:30]4)[CH:20]=3)[S:18][C:14]=2[C:13]=1[C:34]1[CH:39]=[CH:38][C:37]([Cl:40])=[CH:36][CH:35]=1)[C:7]([O:9][CH2:10][CH3:11])=[O:8])([CH3:2])([CH3:3])[CH3:4]. The catalyst class is: 39. (2) Reactant: O([C:9]([O:11][C:12]([CH3:15])([CH3:14])[CH3:13])=[O:10])[C:9]([O:11][C:12]([CH3:15])([CH3:14])[CH3:13])=[O:10].[CH2:16]([O:18][P:19]([CH2:24][CH2:25][NH:26][CH:27]1[CH2:32][CH2:31][N:30]([CH2:33][C:34]2[CH:39]=[CH:38][CH:37]=[CH:36][CH:35]=2)[CH2:29][CH2:28]1)(=[O:23])[O:20][CH2:21][CH3:22])[CH3:17]. Product: [CH2:16]([O:18][P:19]([CH2:24][CH2:25][N:26]([CH:27]1[CH2:32][CH2:31][N:30]([CH2:33][C:34]2[CH:39]=[CH:38][CH:37]=[CH:36][CH:35]=2)[CH2:29][CH2:28]1)[C:9]([O:11][C:12]([CH3:13])([CH3:14])[CH3:15])=[O:10])(=[O:23])[O:20][CH2:21][CH3:22])[CH3:17]. The catalyst class is: 23. (3) Reactant: [N:1]1([CH2:7][C:8]([OH:10])=O)[CH2:6][CH2:5][CH2:4][CH2:3][CH2:2]1.C(N(C(C)C)C(C)C)C.CN(C(ON1N=NC2C=CC=NC1=2)=[N+](C)C)C.F[P-](F)(F)(F)(F)F.[NH2:44][C@@H:45]1[CH2:50][CH2:49][C@H:48]([N:51]2[C:56](=[O:57])[C:55]3[CH:58]=[C:59]([F:62])[CH:60]=[N:61][C:54]=3[N:53]([C:63]3[CH:64]=[C:65]([C:69]4[CH:74]=[CH:73][C:72]([OH:75])=[CH:71][C:70]=4[CH2:76][N:77]4[CH2:82][CH2:81][O:80][CH2:79][CH2:78]4)[CH:66]=[CH:67][CH:68]=3)[C:52]2=[O:83])[CH2:47][CH2:46]1. Product: [F:62][C:59]1[CH:60]=[N:61][C:54]2[N:53]([C:63]3[CH:64]=[C:65]([C:69]4[CH:74]=[CH:73][C:72]([OH:75])=[CH:71][C:70]=4[CH2:76][N:77]4[CH2:78][CH2:79][O:80][CH2:81][CH2:82]4)[CH:66]=[CH:67][CH:68]=3)[C:52](=[O:83])[N:51]([C@@H:48]3[CH2:47][CH2:46][C@H:45]([NH:44][C:8](=[O:10])[CH2:7][N:1]4[CH2:2][CH2:3][CH2:4][CH2:5][CH2:6]4)[CH2:50][CH2:49]3)[C:56](=[O:57])[C:55]=2[CH:58]=1. The catalyst class is: 179. (4) The catalyst class is: 1. Reactant: [Cl:1][C:2]1[CH:3]=[C:4]([N:12]=[C:13]2[N:18]([CH2:19][C:20]3[CH:25]=[CH:24][C:23]([CH3:26])=[CH:22][CH:21]=3)[C:17](=[O:27])[N:16]([CH2:28][CH2:29][C:30]([O:32]CC)=[O:31])[C:15](=[O:35])[NH:14]2)[CH:5]=[CH:6][C:7]=1[O:8][CH:9]([CH3:11])[CH3:10].CO.[OH-].[Li+]. Product: [Cl:1][C:2]1[CH:3]=[C:4]([N:12]=[C:13]2[N:18]([CH2:19][C:20]3[CH:25]=[CH:24][C:23]([CH3:26])=[CH:22][CH:21]=3)[C:17](=[O:27])[N:16]([CH2:28][CH2:29][C:30]([OH:32])=[O:31])[C:15](=[O:35])[NH:14]2)[CH:5]=[CH:6][C:7]=1[O:8][CH:9]([CH3:11])[CH3:10]. (5) Reactant: [Br:1][C:2]1[CH:7]=[CH:6][C:5]([C:8]2[N:12]3[CH2:13][CH2:14][CH2:15][CH2:16][CH:11]3[CH2:10][N:9]=2)=[CH:4][CH:3]=1.[Mn]([O-])([O-])(=O)=O.[Ba+2]. Product: [Br:1][C:2]1[CH:3]=[CH:4][C:5]([C:8]2[N:12]3[CH2:13][CH2:14][CH2:15][CH2:16][C:11]3=[CH:10][N:9]=2)=[CH:6][CH:7]=1. The catalyst class is: 38. (6) Reactant: [C:1]([O:5][C:6](=[O:41])[NH:7][C@H:8]1[CH2:13][CH2:12][C@H:11]([NH:14][C:15]2[N:23]=[C:22]3[C:18]([N:19]=[CH:20][N:21]3[CH:24]([CH3:26])[CH3:25])=[C:17]([NH:27][CH:28]3[CH2:33][CH2:32][N:31](CC4C=CC=CC=4)[CH2:30][CH2:29]3)[N:16]=2)[CH2:10][CH2:9]1)([CH3:4])([CH3:3])[CH3:2].CO.C([O-])=O.[NH4+]. Product: [C:1]([O:5][C:6](=[O:41])[NH:7][C@H:8]1[CH2:13][CH2:12][C@H:11]([NH:14][C:15]2[N:23]=[C:22]3[C:18]([N:19]=[CH:20][N:21]3[CH:24]([CH3:26])[CH3:25])=[C:17]([NH:27][CH:28]3[CH2:29][CH2:30][NH:31][CH2:32][CH2:33]3)[N:16]=2)[CH2:10][CH2:9]1)([CH3:3])([CH3:4])[CH3:2]. The catalyst class is: 386.